This data is from Forward reaction prediction with 1.9M reactions from USPTO patents (1976-2016). The task is: Predict the product of the given reaction. (1) Given the reactants [CH3:1][S:2]([C:5]1[CH:12]=[CH:11][C:8]([C:9]#[N:10])=[CH:7][C:6]=1[C:13]([F:16])([F:15])[F:14])(=[O:4])=[O:3], predict the reaction product. The product is: [CH3:1][S:2]([C:5]1[CH:12]=[CH:11][C:8]([CH2:9][NH2:10])=[CH:7][C:6]=1[C:13]([F:14])([F:15])[F:16])(=[O:4])=[O:3]. (2) Given the reactants [Cl:1][C:2]1[CH:3]=[C:4]([NH:16][C:17]2[C:26]3[C:21](=[CH:22][CH:23]=[CH:24][C:25]=3[O:27][C@H:28]([CH3:33])[CH2:29][N:30]([CH3:32])[CH3:31])[N:20]=[CH:19][N:18]=2)[CH:5]=[CH:6][C:7]=1[O:8]CC1C=CC=CN=1.C(=O)([O-])[O-].[K+].[K+].[F:40][C:41]1[CH:42]=[C:43]([CH:46]=[CH:47][CH:48]=1)[CH2:44]Cl.C1OCCOCCOCCOCCOCCOC1, predict the reaction product. The product is: [Cl:1][C:2]1[CH:3]=[C:4]([NH:16][C:17]2[C:26]3[C:21](=[CH:22][CH:23]=[CH:24][C:25]=3[O:27][C@H:28]([CH3:33])[CH2:29][N:30]([CH3:32])[CH3:31])[N:20]=[CH:19][N:18]=2)[CH:5]=[CH:6][C:7]=1[O:8][CH2:44][C:43]1[CH:46]=[CH:47][CH:48]=[C:41]([F:40])[CH:42]=1. (3) Given the reactants [CH2:1]([O:8][C:9]([NH:11][CH2:12][CH2:13][C:14]([OH:16])=O)=[O:10])[C:2]1[CH:7]=[CH:6][CH:5]=[CH:4][CH:3]=1.[CH3:17][C:18]1(C)[O:23]C(=O)C[C:20](=O)[O:19]1.C(N(CC)CC)C.C(P(=O)(OCC)OCC)#N, predict the reaction product. The product is: [CH2:1]([O:8][C:9]([NH:11][CH2:12][CH2:13][C:14](=[O:16])[CH2:17][C:18]([O:19][CH3:20])=[O:23])=[O:10])[C:2]1[CH:3]=[CH:4][CH:5]=[CH:6][CH:7]=1. (4) Given the reactants [Cl:1][C:2]1[CH:3]=[C:4]([C@H:9]2[C@H:14]([N:15]([CH3:30])[C:16]([C:18]3[CH:23]=[CH:22][C:21]([N:24]4[CH2:29][CH2:28][O:27][CH2:26][CH2:25]4)=[CH:20][CH:19]=3)=[O:17])[CH2:13][CH2:12][N:11]([C:31]([C@H:33]3[CH2:38][CH2:37][O:36][CH2:35][C@H:34]3[NH:39]C(=O)OC(C)(C)C)=[O:32])[CH2:10]2)[CH:5]=[CH:6][C:7]=1[Cl:8], predict the reaction product. The product is: [ClH:1].[NH2:39][C@H:34]1[C@@H:33]([C:31]([N:11]2[CH2:12][CH2:13][C@@H:14]([N:15]([CH3:30])[C:16](=[O:17])[C:18]3[CH:19]=[CH:20][C:21]([N:24]4[CH2:29][CH2:28][O:27][CH2:26][CH2:25]4)=[CH:22][CH:23]=3)[C@H:9]([C:4]3[CH:5]=[CH:6][C:7]([Cl:8])=[C:2]([Cl:1])[CH:3]=3)[CH2:10]2)=[O:32])[CH2:38][CH2:37][O:36][CH2:35]1.